This data is from NCI-60 drug combinations with 297,098 pairs across 59 cell lines. The task is: Regression. Given two drug SMILES strings and cell line genomic features, predict the synergy score measuring deviation from expected non-interaction effect. (1) Drug 1: CC1=C2C(C(=O)C3(C(CC4C(C3C(C(C2(C)C)(CC1OC(=O)C(C(C5=CC=CC=C5)NC(=O)OC(C)(C)C)O)O)OC(=O)C6=CC=CC=C6)(CO4)OC(=O)C)OC)C)OC. Drug 2: CC1C(C(CC(O1)OC2CC(CC3=C2C(=C4C(=C3O)C(=O)C5=C(C4=O)C(=CC=C5)OC)O)(C(=O)CO)O)N)O.Cl. Cell line: SF-268. Synergy scores: CSS=40.2, Synergy_ZIP=-7.96, Synergy_Bliss=-10.0, Synergy_Loewe=-4.10, Synergy_HSA=-3.19. (2) Drug 2: CC1C(C(CC(O1)OC2CC(CC3=C2C(=C4C(=C3O)C(=O)C5=C(C4=O)C(=CC=C5)OC)O)(C(=O)CO)O)N)O.Cl. Synergy scores: CSS=43.5, Synergy_ZIP=8.15, Synergy_Bliss=8.97, Synergy_Loewe=-34.1, Synergy_HSA=10.0. Drug 1: CC12CCC3C(C1CCC2OP(=O)(O)O)CCC4=C3C=CC(=C4)OC(=O)N(CCCl)CCCl.[Na+]. Cell line: NCIH23.